Dataset: Full USPTO retrosynthesis dataset with 1.9M reactions from patents (1976-2016). Task: Predict the reactants needed to synthesize the given product. (1) Given the product [F:25][C:26]1[CH:31]=[CH:30][CH:29]=[C:28]([F:32])[C:27]=1[S:33]([N:15]1[CH2:16][CH2:17][CH2:18][CH:13]([C:11]2[N:10]([C:19]3[N:20]=[CH:21][CH:22]=[CH:23][N:24]=3)[N:9]=[C:8]([C:5]3[CH:4]=[CH:3][C:2]([F:1])=[CH:7][CH:6]=3)[CH:12]=2)[CH2:14]1)(=[O:35])=[O:34], predict the reactants needed to synthesize it. The reactants are: [F:1][C:2]1[CH:7]=[CH:6][C:5]([C:8]2[CH:12]=[C:11]([CH:13]3[CH2:18][CH2:17][CH2:16][NH:15][CH2:14]3)[N:10]([C:19]3[N:24]=[CH:23][CH:22]=[CH:21][N:20]=3)[N:9]=2)=[CH:4][CH:3]=1.[F:25][C:26]1[CH:31]=[CH:30][CH:29]=[C:28]([F:32])[C:27]=1[S:33](Cl)(=[O:35])=[O:34].C(N(C(C)C)CC)(C)C.CS(C)=O. (2) Given the product [OH:1][C:2]1[N:6]([C:7]2[CH:15]=[CH:14][C:10]([C:11]([NH:31][C:28]3([CH2:27][O:26][CH3:25])[CH2:30][CH2:29]3)=[O:13])=[CH:9][N:8]=2)[N:5]=[CH:4][C:3]=1[C:16]1[CH:21]=[CH:20][N:19]=[C:18]([O:22][CH3:23])[CH:17]=1, predict the reactants needed to synthesize it. The reactants are: [OH:1][C:2]1[N:6]([C:7]2[CH:15]=[CH:14][C:10]([C:11]([OH:13])=O)=[CH:9][N:8]=2)[N:5]=[CH:4][C:3]=1[C:16]1[CH:21]=[CH:20][N:19]=[C:18]([O:22][CH3:23])[CH:17]=1.Cl.[CH3:25][O:26][CH2:27][C:28]1([NH2:31])[CH2:30][CH2:29]1. (3) Given the product [NH:1]([C:16]([O:18][CH2:19][C:20]1[CH:25]=[CH:24][CH:23]=[CH:22][CH:21]=1)=[O:17])[C@@H:2]([C:13]([NH:26][C@H:27]([C:40]([O:42][C:43]([CH3:46])([CH3:45])[CH3:44])=[O:41])[CH2:28][CH2:29][CH2:30][CH2:31][NH:32][C:33]([O:35][C:36]([CH3:37])([CH3:38])[CH3:39])=[O:34])=[O:14])[CH2:3][C:4]1[C:12]2[C:7](=[CH:8][CH:9]=[CH:10][CH:11]=2)[NH:6][CH:5]=1, predict the reactants needed to synthesize it. The reactants are: [NH:1]([C:16]([O:18][CH2:19][C:20]1[CH:25]=[CH:24][CH:23]=[CH:22][CH:21]=1)=[O:17])[C@@H:2]([C:13](O)=[O:14])[CH2:3][C:4]1[C:12]2[C:7](=[CH:8][CH:9]=[CH:10][CH:11]=2)[NH:6][CH:5]=1.[NH2:26][C@H:27]([C:40]([O:42][C:43]([CH3:46])([CH3:45])[CH3:44])=[O:41])[CH2:28][CH2:29][CH2:30][CH2:31][NH:32][C:33]([O:35][C:36]([CH3:39])([CH3:38])[CH3:37])=[O:34].Cl.OC1C2N=NNC=2C=CC=1.Cl.CNC(N=C=NCC)CCNC.